From a dataset of Forward reaction prediction with 1.9M reactions from USPTO patents (1976-2016). Predict the product of the given reaction. (1) Given the reactants C1(CCCN)C=CC=CC=1.[CH2:11]1[C:19]2[CH:18]=[CH:17][N:16]=[CH:15][C:14]=2[CH2:13][N:12]1[C:20]([NH:22][C@H:23]1[CH2:26][C@H:25]([C:27]([OH:29])=O)[CH2:24]1)=[O:21].[CH2:30]1[C:38]2[C:33](=[CH:34][CH:35]=[CH:36][CH:37]=2)C[N:31]1C(NC1C=CC(C(O)=O)=CC=1)=O, predict the reaction product. The product is: [CH2:30]([NH:31][C:27]([C@H:25]1[CH2:24][C@H:23]([NH:22][C:20]([N:12]2[CH2:11][C:19]3[CH:18]=[CH:17][N:16]=[CH:15][C:14]=3[CH2:13]2)=[O:21])[CH2:26]1)=[O:29])[C:38]1[CH:33]=[CH:34][CH:35]=[CH:36][CH:37]=1. (2) Given the reactants [Cl:1][C:2]1[CH:19]=[C:18]([N+:20]([O-:22])=[O:21])[CH:17]=[C:16]([Cl:23])[C:3]=1[O:4][C:5]1[CH:6]=[CH:7][C:8]([O:14][CH3:15])=[C:9]([S:11]([OH:13])=[O:12])[CH:10]=1.[OH-].[Na+].[CH:26]1([CH2:29]Br)[CH2:28][CH2:27]1, predict the reaction product. The product is: [Cl:1][C:2]1[CH:19]=[C:18]([N+:20]([O-:22])=[O:21])[CH:17]=[C:16]([Cl:23])[C:3]=1[O:4][C:5]1[CH:6]=[CH:7][C:8]([O:14][CH3:15])=[C:9]([S:11]([CH2:29][CH:26]2[CH2:28][CH2:27]2)(=[O:13])=[O:12])[CH:10]=1.